From a dataset of Full USPTO retrosynthesis dataset with 1.9M reactions from patents (1976-2016). Predict the reactants needed to synthesize the given product. (1) Given the product [F:12][C:11]([F:14])([F:13])[C:10]1[N:7]=[C:2]2[CH:3]=[N:4][CH:5]=[CH:6][N:1]2[CH:9]=1, predict the reactants needed to synthesize it. The reactants are: [N:1]1[CH:6]=[CH:5][N:4]=[CH:3][C:2]=1[NH2:7].Br[CH2:9][C:10](=O)[C:11]([F:14])([F:13])[F:12]. (2) The reactants are: [Cl:1][C:2]1[CH:21]=[C:20]([NH:22][C:23]2[C:28]([CH:29]=O)=[C:27]([N:31]([CH2:40][C:41]3[CH:46]=[CH:45][C:44]([O:47][CH3:48])=[CH:43][CH:42]=3)[CH2:32][CH2:33][CH2:34][CH2:35][C:36]([O:38][CH3:39])=[O:37])[N:26]=[CH:25][N:24]=2)[CH:19]=[CH:18][C:3]=1[O:4][CH:5]1[CH2:10][CH2:9][N:8]([C:11]([O:13][C:14]([CH3:17])([CH3:16])[CH3:15])=[O:12])[CH2:7][CH2:6]1.C[O-].[Na+].CO. Given the product [C:14]([O:13][C:11]([N:8]1[CH2:9][CH2:10][CH:5]([O:4][C:3]2[CH:18]=[CH:19][C:20]([NH:22][C:23]3[C:28]4[CH:29]=[C:35]([C:36]([O:38][CH3:39])=[O:37])[CH2:34][CH2:33][CH2:32][N:31]([CH2:40][C:41]5[CH:42]=[CH:43][C:44]([O:47][CH3:48])=[CH:45][CH:46]=5)[C:27]=4[N:26]=[CH:25][N:24]=3)=[CH:21][C:2]=2[Cl:1])[CH2:6][CH2:7]1)=[O:12])([CH3:16])([CH3:15])[CH3:17], predict the reactants needed to synthesize it.